Dataset: Forward reaction prediction with 1.9M reactions from USPTO patents (1976-2016). Task: Predict the product of the given reaction. Given the reactants C=O.[C:3](O[BH-](OC(=O)C)OC(=O)C)(=O)C.[Na+].[F:17][CH:18]([F:52])[C:19]1[N:23]([C:24]2[N:29]=[C:28]([C:30]3[CH:35]=[CH:34][C:33]([N:36]4[CH2:41][CH2:40][NH:39][CH2:38][CH2:37]4)=[CH:32][CH:31]=3)[CH:27]=[C:26]([N:42]3[CH2:47][CH2:46][O:45][CH2:44][CH2:43]3)[N:25]=2)[C:22]2[CH:48]=[CH:49][CH:50]=[CH:51][C:21]=2[N:20]=1.C(O)(=O)C, predict the reaction product. The product is: [F:52][CH:18]([F:17])[C:19]1[N:23]([C:24]2[N:29]=[C:28]([C:30]3[CH:35]=[CH:34][C:33]([N:36]4[CH2:37][CH2:38][N:39]([CH3:3])[CH2:40][CH2:41]4)=[CH:32][CH:31]=3)[CH:27]=[C:26]([N:42]3[CH2:43][CH2:44][O:45][CH2:46][CH2:47]3)[N:25]=2)[C:22]2[CH:48]=[CH:49][CH:50]=[CH:51][C:21]=2[N:20]=1.